Dataset: Full USPTO retrosynthesis dataset with 1.9M reactions from patents (1976-2016). Task: Predict the reactants needed to synthesize the given product. (1) Given the product [CH2:16]([O:15][C:14]1[C:13](=[O:23])[C:12]([CH2:57][C:56]([O:58][CH3:59])=[O:55])=[CH:11][N:10]([CH2:25][CH:26]([O:29][CH3:30])[O:27][CH3:28])[C:9]=1[C:7](=[O:8])[NH:6][CH2:5][C:4]1[CH:31]=[CH:32][CH:33]=[C:2]([Cl:1])[CH:3]=1)[C:17]1[CH:22]=[CH:21][CH:20]=[CH:19][CH:18]=1, predict the reactants needed to synthesize it. The reactants are: [Cl:1][C:2]1[CH:3]=[C:4]([CH:31]=[CH:32][CH:33]=1)[CH2:5][NH:6][C:7]([C:9]1[N:10]([CH2:25][CH:26]([O:29][CH3:30])[O:27][CH3:28])[CH:11]=[C:12](Br)[C:13](=[O:23])[C:14]=1[O:15][CH2:16][C:17]1[CH:22]=[CH:21][CH:20]=[CH:19][CH:18]=1)=[O:8].C([Sn](F)(CCCC)CCCC)CCC.[Si]([O:55][CH:56]([O:58][CH3:59])[CH3:57])(C(C)(C)C)(C)C.C(=O)([O-])O.[Na+]. (2) The reactants are: [CH3:1][S:2](Cl)(=[O:4])=[O:3].[NH2:6][C:7]1[CH:8]=[C:9]([CH:26]=[CH:27][CH:28]=1)[CH2:10][NH:11][C:12]([C:14]1[CH:15]=[N:16][C:17]([C:20]2[CH:25]=[CH:24][CH:23]=[CH:22][CH:21]=2)=[N:18][CH:19]=1)=[O:13].C(N(CC)CC)C. Given the product [CH3:1][S:2]([NH:6][C:7]1[CH:8]=[C:9]([CH:26]=[CH:27][CH:28]=1)[CH2:10][NH:11][C:12]([C:14]1[CH:19]=[N:18][C:17]([C:20]2[CH:25]=[CH:24][CH:23]=[CH:22][CH:21]=2)=[N:16][CH:15]=1)=[O:13])(=[O:4])=[O:3], predict the reactants needed to synthesize it. (3) Given the product [I:19][C:13]1[CH:12]=[C:11]([O:10][CH3:9])[N:16]=[CH:15][C:14]=1[C:17]#[N:18], predict the reactants needed to synthesize it. The reactants are: C([N-]C(C)C)(C)C.[Li+].[CH3:9][O:10][C:11]1[N:16]=[CH:15][C:14]([C:17]#[N:18])=[CH:13][CH:12]=1.[I:19]I.[Cl-].[NH4+]. (4) Given the product [C:17]([O:16][C:14](=[O:15])[NH:1][CH:2]([CH2:3][C:4]1[CH:5]=[CH:6][C:7]([Cl:10])=[CH:8][CH:9]=1)[C:11](=[O:13])[N:21]1[CH2:26][CH2:25][NH:24][CH2:23][CH2:22]1)([CH3:20])([CH3:19])[CH3:18], predict the reactants needed to synthesize it. The reactants are: [NH:1]([C:14]([O:16][C:17]([CH3:20])([CH3:19])[CH3:18])=[O:15])[C@@H:2]([C:11]([OH:13])=O)[CH2:3][C:4]1[CH:9]=[CH:8][C:7]([Cl:10])=[CH:6][CH:5]=1.[NH:21]1[CH2:26][CH2:25][NH:24][CH2:23][CH2:22]1.C1C=CC2N(O)N=NC=2C=1.CCN=C=NCCCN(C)C. (5) The reactants are: C([O:9][CH2:10][CH2:11][S:12]([O-:15])(=[O:14])=[O:13])(=O)C1C=CC=CC=1.[C:16]1([S+:22]([C:29]2[CH:34]=[CH:33][CH:32]=[CH:31][CH:30]=2)[C:23]2[CH:28]=[CH:27][CH:26]=[CH:25][CH:24]=2)[CH:21]=[CH:20][CH:19]=[CH:18][CH:17]=1.C[O-].[Na+].Cl.C(C(C)=O)C(C)C. Given the product [OH:9][CH2:10][CH2:11][S:12]([O-:15])(=[O:14])=[O:13].[C:29]1([S+:22]([C:16]2[CH:17]=[CH:18][CH:19]=[CH:20][CH:21]=2)[C:23]2[CH:28]=[CH:27][CH:26]=[CH:25][CH:24]=2)[CH:30]=[CH:31][CH:32]=[CH:33][CH:34]=1, predict the reactants needed to synthesize it. (6) Given the product [C:1]([O:5][C:6]([N:8]1[CH2:15][CH:14]2[N:16]([C:17]([O:19][C:20]([CH3:23])([CH3:21])[CH3:22])=[O:18])[CH:10]([CH2:11][C:12]([C:27]3[S:28][CH:29]=[C:30]([CH2:32][CH2:33][CH2:34][O:35][Si:36]([C:39]([CH3:41])([CH3:42])[CH3:40])([CH3:38])[CH3:37])[N:31]=3)=[C:13]2[C:24](=[O:26])[N:46]([CH:43]2[CH2:44][CH2:45]2)[CH2:47][C:48]2[CH:53]=[CH:52][CH:51]=[C:50]([Cl:54])[C:49]=2[Cl:55])[CH2:9]1)=[O:7])([CH3:2])([CH3:3])[CH3:4], predict the reactants needed to synthesize it. The reactants are: [C:1]([O:5][C:6]([N:8]1[CH2:15][CH:14]2[N:16]([C:17]([O:19][C:20]([CH3:23])([CH3:22])[CH3:21])=[O:18])[CH:10]([CH2:11][C:12]([C:27]3[S:28][CH:29]=[C:30]([CH2:32][CH2:33][CH2:34][O:35][Si:36]([C:39]([CH3:42])([CH3:41])[CH3:40])([CH3:38])[CH3:37])[N:31]=3)=[C:13]2[C:24]([OH:26])=O)[CH2:9]1)=[O:7])([CH3:4])([CH3:3])[CH3:2].[CH:43]1([NH:46][CH2:47][C:48]2[CH:53]=[CH:52][CH:51]=[C:50]([Cl:54])[C:49]=2[Cl:55])[CH2:45][CH2:44]1.CCN(C(C)C)C(C)C.C1C=CC2N(O)N=NC=2C=1.CCN=C=NCCCN(C)C.Cl. (7) Given the product [Cl:17][C:18]1[CH:32]=[CH:31][C:21]([O:22][C:23]2[CH:24]=[C:25]([CH:28]=[CH:29][CH:30]=2)[CH2:26][NH:27][C:4]2[C:5](=[O:16])[C:6](=[O:15])[C:7]=2[NH:8][C:9]2[CH:10]=[N:11][CH:12]=[CH:13][CH:14]=2)=[CH:20][CH:19]=1, predict the reactants needed to synthesize it. The reactants are: C(O[C:4]1[C:5](=[O:16])[C:6](=[O:15])[C:7]=1[NH:8][C:9]1[CH:10]=[N:11][CH:12]=[CH:13][CH:14]=1)C.[Cl:17][C:18]1[CH:32]=[CH:31][C:21]([O:22][C:23]2[CH:24]=[C:25]([CH:28]=[CH:29][CH:30]=2)[CH2:26][NH2:27])=[CH:20][CH:19]=1.